The task is: Predict the product of the given reaction.. This data is from Forward reaction prediction with 1.9M reactions from USPTO patents (1976-2016). Given the reactants [CH3:1][C:2]1([CH3:15])[C:11]2[C:6](=[CH:7][C:8]([N+:12]([O-:14])=[O:13])=[CH:9][CH:10]=2)[CH2:5][NH:4][CH2:3]1.CCN(C(C)C)C(C)C.[CH3:25][C:26](OC(C)=O)=[O:27], predict the reaction product. The product is: [CH3:1][C:2]1([CH3:15])[C:11]2[C:6](=[CH:7][C:8]([N+:12]([O-:14])=[O:13])=[CH:9][CH:10]=2)[CH2:5][N:4]([C:26](=[O:27])[CH3:25])[CH2:3]1.